Dataset: Full USPTO retrosynthesis dataset with 1.9M reactions from patents (1976-2016). Task: Predict the reactants needed to synthesize the given product. (1) Given the product [NH:21]1[C:22]2[C:18](=[C:17]([NH:16][C:13]3[N:14]=[CH:15][C:10]([CH2:9][OH:8])=[CH:11][C:12]=3[C:32]3[N:40]=[C:39]([CH3:41])[N:38]=[C:37]4[C:33]=3[N:34]=[CH:35][NH:36]4)[CH:25]=[CH:24][CH:23]=2)[CH:19]=[N:20]1, predict the reactants needed to synthesize it. The reactants are: COC1C=CC(C[O:8][CH2:9][C:10]2[CH:11]=[C:12]([C:32]3[N:40]=[C:39]([CH3:41])[N:38]=[C:37]4[C:33]=3[N:34]=[CH:35][N:36]4C3CCCCO3)[C:13]([NH:16][C:17]3[C:18]4[CH:19]=[N:20][N:21](C5CCCCO5)[C:22]=4[CH:23]=[CH:24][CH:25]=3)=[N:14][CH:15]=2)=CC=1.C(O)(C(F)(F)F)=O. (2) Given the product [C:2]([O:6][C:7]([C:9]1([C:14]([NH2:18])=[O:16])[CH2:13][CH2:12][CH2:11][CH2:10]1)=[O:8])([CH3:5])([CH3:4])[CH3:3], predict the reactants needed to synthesize it. The reactants are: N.[C:2]([O:6][C:7]([C:9]1([C:14]([OH:16])=O)[CH2:13][CH2:12][CH2:11][CH2:10]1)=[O:8])([CH3:5])([CH3:4])[CH3:3].C[N:18](C(ON1N=NC2C=CC=CC1=2)=[N+](C)C)C.[B-](F)(F)(F)F.